This data is from Full USPTO retrosynthesis dataset with 1.9M reactions from patents (1976-2016). The task is: Predict the reactants needed to synthesize the given product. (1) Given the product [ClH:1].[Cl:1][C:2]1[CH:7]=[CH:6][CH:5]=[CH:4][C:3]=1[CH:8]1[N:12]([C:13]2[CH:14]=[CH:15][C:16]([N:19]3[CH2:24][CH2:23][NH:22][CH2:21][CH2:20]3)=[CH:17][CH:18]=2)[N:11]=[C:10]([C:32]([C:34]([F:36])([F:35])[F:37])([C:38]([F:40])([F:41])[F:39])[OH:33])[CH2:9]1, predict the reactants needed to synthesize it. The reactants are: [Cl:1][C:2]1[CH:7]=[CH:6][CH:5]=[CH:4][C:3]=1[CH:8]1[N:12]([C:13]2[CH:18]=[CH:17][C:16]([N:19]3[CH2:24][CH2:23][N:22](C(OC(C)(C)C)=O)[CH2:21][CH2:20]3)=[CH:15][CH:14]=2)[N:11]=[C:10]([C:32]([C:38]([F:41])([F:40])[F:39])([C:34]([F:37])([F:36])[F:35])[OH:33])[CH2:9]1.Cl. (2) Given the product [C:14]([NH:17][C:18]1[CH:26]=[CH:25][C:21]([C:22]([NH:13][C:8]2[CH:7]=[C:6]([C:2]3[S:1][CH:5]=[CH:4][N:3]=3)[CH:11]=[CH:10][C:9]=2[NH2:12])=[O:23])=[CH:20][CH:19]=1)(=[O:16])[CH3:15], predict the reactants needed to synthesize it. The reactants are: [S:1]1[CH:5]=[CH:4][N:3]=[C:2]1[C:6]1[CH:7]=[C:8]([NH2:13])[C:9]([NH2:12])=[CH:10][CH:11]=1.[C:14]([NH:17][C:18]1[CH:26]=[CH:25][C:21]([C:22](Cl)=[O:23])=[CH:20][CH:19]=1)(=[O:16])[CH3:15].CCOC(C)=O.